Dataset: Rat liver microsome stability data. Task: Regression/Classification. Given a drug SMILES string, predict its absorption, distribution, metabolism, or excretion properties. Task type varies by dataset: regression for continuous measurements (e.g., permeability, clearance, half-life) or binary classification for categorical outcomes (e.g., BBB penetration, CYP inhibition). Dataset: rlm. (1) The result is 1 (stable in rat liver microsomes). The compound is O=C(N[C@@H](Cc1c[nH]c2ccccc12)C(=O)Nc1ccncc1)c1ccc(-c2cc(F)ccc2F)cc1F. (2) The compound is COc1cc(-c2ccnc3c2c(C)nn3-c2ccc(C(F)(F)F)cc2)ccc1O. The result is 0 (unstable in rat liver microsomes).